Dataset: Catalyst prediction with 721,799 reactions and 888 catalyst types from USPTO. Task: Predict which catalyst facilitates the given reaction. (1) Reactant: [Cl:1][C:2]1[CH:7]=[CH:6][N:5]2[C:8](I)=[CH:9][N:10]=[C:4]2[CH:3]=1.CC1(C)C(C)(C)OB([C:20]2[CH:21]=[C:22]([NH:26][C:27]([NH:29][CH2:30][C:31]([F:34])([F:33])[F:32])=[O:28])[CH:23]=[CH:24][CH:25]=2)O1.C([O-])([O-])=O.[Na+].[Na+]. Product: [Cl:1][C:2]1[CH:7]=[CH:6][N:5]2[C:8]([C:24]3[CH:23]=[C:22]([NH:26][C:27]([NH:29][CH2:30][C:31]([F:32])([F:33])[F:34])=[O:28])[CH:21]=[CH:20][CH:25]=3)=[CH:9][N:10]=[C:4]2[CH:3]=1. The catalyst class is: 108. (2) Product: [F:26][C:25]([F:28])([F:27])[S:22]([O:18][C:16]1[CH:15]=[CH:14][N:13]=[CH:12][CH:17]=1)(=[O:23])=[O:21]. The catalyst class is: 2. Reactant: C[Si](C)(C)CCOCN1C=C([C:12]2[CH:17]=[C:16]([OH:18])[CH:15]=[CH:14][N:13]=2)C=N1.[O:21](S(C(F)(F)F)(=O)=O)[S:22]([C:25]([F:28])([F:27])[F:26])(=O)=[O:23]. (3) Reactant: [CH2:1]([Li])[CH2:2][CH2:3]C.CCCCCC.[CH3:12][N:13]([CH3:27])[C:14]1([C:21]2[CH:26]=[CH:25][CH:24]=[CH:23][CH:22]=2)[CH2:19][CH2:18][C:17](=[O:20])[CH2:16][CH2:15]1.C(Br)C=C. Product: [CH2:3]([CH:18]1[CH2:19][C:14]([N:13]([CH3:27])[CH3:12])([C:21]2[CH:22]=[CH:23][CH:24]=[CH:25][CH:26]=2)[CH2:15][CH2:16][C:17]1=[O:20])[CH:2]=[CH2:1]. The catalyst class is: 1. (4) Reactant: [CH3:1][O:2][C:3]1[CH:8]=[CH:7][C:6]([C:9]2[O:10][C:11]3[C:17]([C:18]([O-:20])=O)=[CH:16][CH:15]=[CH:14][C:12]=3[N:13]=2)=[CH:5][CH:4]=1.C1C=CC2N(O)N=[N:27]C=2C=1.[NH4+].[Cl-].CCN(C(C)C)C(C)C.CCN=C=NCCCN(C)C.Cl. Product: [CH3:1][O:2][C:3]1[CH:8]=[CH:7][C:6]([C:9]2[O:10][C:11]3[C:17]([C:18]([NH2:27])=[O:20])=[CH:16][CH:15]=[CH:14][C:12]=3[N:13]=2)=[CH:5][CH:4]=1. The catalyst class is: 18. (5) Reactant: [C:1]1([C:7]2[C:15]3[C:10](=[N:11][CH:12]=[C:13]([C:16]4[CH:21]=[CH:20][CH:19]=[CH:18][C:17]=4[O:22]C)[CH:14]=3)[NH:9][CH:8]=2)[CH:6]=[CH:5][CH:4]=[CH:3][CH:2]=1.B(Br)(Br)Br.CO. Product: [C:1]1([C:7]2[C:15]3[C:10](=[N:11][CH:12]=[C:13]([C:16]4[CH:21]=[CH:20][CH:19]=[CH:18][C:17]=4[OH:22])[CH:14]=3)[NH:9][CH:8]=2)[CH:2]=[CH:3][CH:4]=[CH:5][CH:6]=1. The catalyst class is: 2. (6) Reactant: Br[C:2]1[CH:7]=[CH:6][C:5]([CH:8]([NH:13][C:14](=[O:25])[C:15]2[CH:20]=[CH:19][C:18]([C:21]([CH3:24])([CH3:23])[CH3:22])=[CH:17][CH:16]=2)[C:9]([O:11][CH3:12])=[O:10])=[CH:4][CH:3]=1.CC([O-])=O.[K+].[CH3:31][C:32]1([CH3:48])[C:36]([CH3:38])([CH3:37])[O:35][B:34]([B:34]2[O:35][C:36]([CH3:38])([CH3:37])[C:32]([CH3:48])([CH3:31])[O:33]2)[O:33]1. Product: [C:21]([C:18]1[CH:19]=[CH:20][C:15]([C:14]([NH:13][CH:8]([C:5]2[CH:6]=[CH:7][C:2]([B:34]3[O:35][C:36]([CH3:38])([CH3:37])[C:32]([CH3:48])([CH3:31])[O:33]3)=[CH:3][CH:4]=2)[C:9]([O:11][CH3:12])=[O:10])=[O:25])=[CH:16][CH:17]=1)([CH3:24])([CH3:23])[CH3:22]. The catalyst class is: 16.